Dataset: Blood-brain barrier penetration binary classification data from Martins et al.. Task: Regression/Classification. Given a drug SMILES string, predict its absorption, distribution, metabolism, or excretion properties. Task type varies by dataset: regression for continuous measurements (e.g., permeability, clearance, half-life) or binary classification for categorical outcomes (e.g., BBB penetration, CYP inhibition). Dataset: bbb_martins. (1) The molecule is CC1CC2C3CC(F)C4=CC(=O)C=CC4(C)C3(F)C(O)CC2(C)C1(O)C(=O)SCF. The result is 1 (penetrates BBB). (2) The compound is N#Cc1ccc2c(c1)C1=C(CCN(CC3CCCC3)CC1)c1ccccc1O2. The result is 1 (penetrates BBB). (3) The molecule is CCn1nnn(CCN2CC[C@H](N(C(=O)COC)c3ccccc3F)[C@H](C)C2)c1=O. The result is 1 (penetrates BBB). (4) The compound is CN(C(=O)Cc1ccc(Cl)c(Cl)c1)[C@@H](CN1CCCC1)c1ccccc1. The result is 1 (penetrates BBB). (5) The compound is O=C1NCN(c2ccccc2)C12CCN(CC1COc3ccccc3O1)CC2. The result is 1 (penetrates BBB). (6) The drug is CN1CC[C@]23CCCC[C@H]2[C@H]1Cc1ccc(O)cc13. The result is 1 (penetrates BBB). (7) The compound is NCC[C@H](O)C(=O)N[C@@H]1C[C@H](N)[C@@H](O[C@H]2O[C@H](CN)[C@@H](O)[C@H](O)[C@H]2O)[C@H](O)[C@H]1O[C@H]1O[C@H](CO)[C@@H](O)[C@H](N)[C@H]1O. The result is 1 (penetrates BBB). (8) The drug is CC(C)NCC(O)c1ccc(O)c(O)c1. The result is 0 (does not penetrate BBB). (9) The compound is CCC1(C2=CCCCCC2)C(=O)NC(=O)NC1=O. The result is 1 (penetrates BBB). (10) The compound is CC1OC(C)OC(C)O1. The result is 1 (penetrates BBB).